From a dataset of Reaction yield outcomes from USPTO patents with 853,638 reactions. Predict the reaction yield, written as a fraction of the theoretical maximum amount of product (1.0 means a 100% yield; for example, 0.34 means a 34% yield). (1) The reactants are [CH:1]([C:3]1[S:7][C:6]([C:8]([OH:10])=O)=[CH:5][CH:4]=1)=[O:2].C(Cl)(=O)C(Cl)=O.C(N(CC)CC)C.[NH:24]1[CH2:29][CH2:28][CH2:27][CH2:26][CH2:25]1.Cl. The catalyst is C1(C)C=CC=CC=1.CCOC(C)=O.CN(C=O)C. The product is [N:24]1([C:8]([C:6]2[S:7][C:3]([CH:1]=[O:2])=[CH:4][CH:5]=2)=[O:10])[CH2:29][CH2:28][CH2:27][CH2:26][CH2:25]1. The yield is 1.00. (2) The reactants are CC([O-])(C)C.[K+].[Br-].[C:8]([O:12][C:13]([C:15]1C=CC=CC=1[P+](C)(C1C=CC=CC=1)C1C=CC=CC=1)=[O:14])([CH3:11])([CH3:10])[CH3:9].[F:35][C:36]1[CH:37]=[C:38]([CH:41]=[CH:42][C:43]=1[N+:44]([O-:46])=[O:45])[CH:39]=O. The catalyst is O1CCCC1. The product is [C:8]([O:12][C:13](=[O:14])/[CH:15]=[CH:39]/[C:38]1[CH:41]=[CH:42][C:43]([N+:44]([O-:46])=[O:45])=[C:36]([F:35])[CH:37]=1)([CH3:11])([CH3:10])[CH3:9]. The yield is 0.860. (3) The reactants are [CH:1]1([C:7](=[O:17])[CH2:8]P(=O)(OCC)OCC)[CH2:6][CH2:5][CH2:4][CH2:3][CH2:2]1.[H-].[Na+].[S:20]([N:30]1[C:34]2=[N:35][CH:36]=[C:37]([CH:39]=O)[N:38]=[C:33]2[CH:32]=[CH:31]1)([C:23]1[CH:29]=[CH:28][C:26]([CH3:27])=[CH:25][CH:24]=1)(=[O:22])=[O:21].[NH4+].[Cl-]. The catalyst is C1COCC1.CCOC(C)=O. The product is [CH:1]1([C:7](=[O:17])/[CH:8]=[CH:39]/[C:37]2[N:38]=[C:33]3[CH:32]=[CH:31][N:30]([S:20]([C:23]4[CH:29]=[CH:28][C:26]([CH3:27])=[CH:25][CH:24]=4)(=[O:21])=[O:22])[C:34]3=[N:35][CH:36]=2)[CH2:2][CH2:3][CH2:4][CH2:5][CH2:6]1. The yield is 0.730.